This data is from Forward reaction prediction with 1.9M reactions from USPTO patents (1976-2016). The task is: Predict the product of the given reaction. (1) Given the reactants [NH:1]1[CH:5]=[CH:4][CH:3]=[N:2]1.[O:6]1[CH:11]=[CH:10][CH2:9][CH2:8][CH2:7]1, predict the reaction product. The product is: [O:6]1[CH2:11][CH2:10][CH2:9][CH2:8][CH:7]1[N:1]1[CH:5]=[CH:4][CH:3]=[N:2]1. (2) Given the reactants C(OC(=O)[NH:7][C:8]1([C:12]2[CH:17]=[CH:16][C:15]([N:18]3[C:22]4=[N:23][C:24]([C:27]5[CH:32]=[CH:31][CH:30]=[C:29]([N:33]6[CH2:38][CH2:37][S:36](=[O:40])(=[O:39])[CH2:35][CH2:34]6)[CH:28]=5)=[CH:25][CH:26]=[C:21]4[N:20]=[C:19]3[C:41]3[C:42]([NH2:47])=[N:43][CH:44]=[CH:45][CH:46]=3)=[CH:14][CH:13]=2)[CH2:11][CH2:10][CH2:9]1)(C)(C)C.[ClH:49].O1CCOCC1, predict the reaction product. The product is: [ClH:49].[ClH:49].[ClH:49].[NH2:7][C:8]1([C:12]2[CH:13]=[CH:14][C:15]([N:18]3[C:22]4=[N:23][C:24]([C:27]5[CH:32]=[CH:31][CH:30]=[C:29]([N:33]6[CH2:38][CH2:37][S:36](=[O:39])(=[O:40])[CH2:35][CH2:34]6)[CH:28]=5)=[CH:25][CH:26]=[C:21]4[N:20]=[C:19]3[C:41]3[C:42]([NH2:47])=[N:43][CH:44]=[CH:45][CH:46]=3)=[CH:16][CH:17]=2)[CH2:11][CH2:10][CH2:9]1. (3) Given the reactants [C:1]12([C:11]3[CH:12]=[C:13]([C:19]4[CH:20]=[C:21]([CH:24]=[CH:25][CH:26]=4)[CH:22]=O)[CH:14]=[C:15]([F:18])[C:16]=3[OH:17])[CH2:10][CH:5]3[CH2:6][CH:7]([CH2:9][CH:3]([CH2:4]3)[CH2:2]1)[CH2:8]2.[S:27]1[CH2:33][C:31](=[O:32])[NH:30][C:28]1=S.[CH3:34][CH:35]1[O:40][CH:39]([CH3:41])[CH2:38][NH:37][CH2:36]1, predict the reaction product. The product is: [C:1]12([C:11]3[CH:12]=[C:13]([C:19]4[CH:20]=[C:21]([CH:24]=[CH:25][CH:26]=4)[CH:22]=[C:33]4[S:27][C:28]([N:37]5[CH2:38][C@H:39]([CH3:41])[O:40][C@H:35]([CH3:34])[CH2:36]5)=[N:30][C:31]4=[O:32])[CH:14]=[C:15]([F:18])[C:16]=3[OH:17])[CH2:10][CH:5]3[CH2:4][CH:3]([CH2:9][CH:7]([CH2:6]3)[CH2:8]1)[CH2:2]2. (4) Given the reactants Br[C:2]1[CH:3]=[C:4]([S:8]([NH:11][C:12]2[CH:21]=[CH:20][C:15]([C:16]([O:18][CH3:19])=[O:17])=[C:14]([OH:22])[CH:13]=2)(=[O:10])=[O:9])[S:5][C:6]=1[Cl:7].[CH3:23][S:24]([NH:27][C:28]1[CH:33]=[CH:32][C:31](B2OC(C)(C)C(C)(C)O2)=[CH:30][CH:29]=1)(=[O:26])=[O:25], predict the reaction product. The product is: [Cl:7][C:6]1[S:5][C:4]([S:8]([NH:11][C:12]2[CH:21]=[CH:20][C:15]([C:16]([O:18][CH3:19])=[O:17])=[C:14]([OH:22])[CH:13]=2)(=[O:10])=[O:9])=[CH:3][C:2]=1[C:31]1[CH:30]=[CH:29][C:28]([NH:27][S:24]([CH3:23])(=[O:25])=[O:26])=[CH:33][CH:32]=1. (5) The product is: [CH3:11][O:10][C:9]1[CH:8]=[C:7]([CH:15]=[CH:14][C:12]=1[O:13][CH2:3][C:2]#[CH:1])[CH:6]=[O:5]. Given the reactants [CH2:1](Br)[C:2]#[CH:3].[O:5]=[CH:6][C:7]1[CH:15]=[CH:14][C:12]([OH:13])=[C:9]([O:10][CH3:11])[CH:8]=1.C(=O)([O-])[O-].[K+].[K+], predict the reaction product.